Dataset: NCI-60 drug combinations with 297,098 pairs across 59 cell lines. Task: Regression. Given two drug SMILES strings and cell line genomic features, predict the synergy score measuring deviation from expected non-interaction effect. (1) Drug 1: CC1OCC2C(O1)C(C(C(O2)OC3C4COC(=O)C4C(C5=CC6=C(C=C35)OCO6)C7=CC(=C(C(=C7)OC)O)OC)O)O. Drug 2: CC(C1=C(C=CC(=C1Cl)F)Cl)OC2=C(N=CC(=C2)C3=CN(N=C3)C4CCNCC4)N. Cell line: SR. Synergy scores: CSS=71.8, Synergy_ZIP=-1.55, Synergy_Bliss=-2.83, Synergy_Loewe=-5.23, Synergy_HSA=-1.75. (2) Drug 1: C1=C(C(=O)NC(=O)N1)F. Drug 2: CC1=CC=C(C=C1)C2=CC(=NN2C3=CC=C(C=C3)S(=O)(=O)N)C(F)(F)F. Cell line: MDA-MB-435. Synergy scores: CSS=35.1, Synergy_ZIP=11.0, Synergy_Bliss=9.57, Synergy_Loewe=3.44, Synergy_HSA=8.11.